From a dataset of NCI-60 drug combinations with 297,098 pairs across 59 cell lines. Regression. Given two drug SMILES strings and cell line genomic features, predict the synergy score measuring deviation from expected non-interaction effect. (1) Synergy scores: CSS=1.44, Synergy_ZIP=3.87, Synergy_Bliss=8.36, Synergy_Loewe=2.43, Synergy_HSA=2.22. Cell line: HS 578T. Drug 2: CCC(=C(C1=CC=CC=C1)C2=CC=C(C=C2)OCCN(C)C)C3=CC=CC=C3.C(C(=O)O)C(CC(=O)O)(C(=O)O)O. Drug 1: C1=NC2=C(N=C(N=C2N1C3C(C(C(O3)CO)O)O)F)N. (2) Drug 1: C1=NC(=NC(=O)N1C2C(C(C(O2)CO)O)O)N. Drug 2: CC(C)(C#N)C1=CC(=CC(=C1)CN2C=NC=N2)C(C)(C)C#N. Cell line: ACHN. Synergy scores: CSS=1.59, Synergy_ZIP=-3.01, Synergy_Bliss=-5.85, Synergy_Loewe=-14.5, Synergy_HSA=-5.46. (3) Drug 1: CCC1=CC2CC(C3=C(CN(C2)C1)C4=CC=CC=C4N3)(C5=C(C=C6C(=C5)C78CCN9C7C(C=CC9)(C(C(C8N6C)(C(=O)OC)O)OC(=O)C)CC)OC)C(=O)OC.C(C(C(=O)O)O)(C(=O)O)O. Drug 2: C1CN(P(=O)(OC1)NCCCl)CCCl. Cell line: OVCAR-4. Synergy scores: CSS=31.5, Synergy_ZIP=-6.13, Synergy_Bliss=-0.363, Synergy_Loewe=-30.1, Synergy_HSA=0.257. (4) Synergy scores: CSS=86.8, Synergy_ZIP=-3.07, Synergy_Bliss=-3.53, Synergy_Loewe=-2.46, Synergy_HSA=0.475. Drug 1: CCCCC(=O)OCC(=O)C1(CC(C2=C(C1)C(=C3C(=C2O)C(=O)C4=C(C3=O)C=CC=C4OC)O)OC5CC(C(C(O5)C)O)NC(=O)C(F)(F)F)O. Cell line: SK-MEL-5. Drug 2: N.N.Cl[Pt+2]Cl. (5) Drug 1: COC1=NC(=NC2=C1N=CN2C3C(C(C(O3)CO)O)O)N. Drug 2: CC(C)(C#N)C1=CC(=CC(=C1)CN2C=NC=N2)C(C)(C)C#N. Cell line: NCI/ADR-RES. Synergy scores: CSS=53.7, Synergy_ZIP=-2.22, Synergy_Bliss=-3.73, Synergy_Loewe=-2.98, Synergy_HSA=-2.87.